This data is from Forward reaction prediction with 1.9M reactions from USPTO patents (1976-2016). The task is: Predict the product of the given reaction. Given the reactants F[C:2]1[N:7]=[C:6]([C:8]2[C:16]3[C:11](=[CH:12][N:13]=[C:14]([C:17]4[CH:18]=[N:19][CH:20]=[CH:21][CH:22]=4)[CH:15]=3)[N:10]([CH2:23][O:24][CH2:25][CH2:26][Si:27]([CH3:30])([CH3:29])[CH3:28])[N:9]=2)[CH:5]=[CH:4][CH:3]=1.[NH:31]1[CH2:36][CH2:35][CH2:34][C@@H:33]([OH:37])[CH2:32]1.CCN(C(C)C)C(C)C, predict the reaction product. The product is: [N:19]1[CH:20]=[CH:21][CH:22]=[C:17]([C:14]2[CH:15]=[C:16]3[C:8]([C:6]4[N:7]=[C:2]([N:31]5[CH2:36][CH2:35][CH2:34][C@@H:33]([OH:37])[CH2:32]5)[CH:3]=[CH:4][CH:5]=4)=[N:9][N:10]([CH2:23][O:24][CH2:25][CH2:26][Si:27]([CH3:30])([CH3:29])[CH3:28])[C:11]3=[CH:12][N:13]=2)[CH:18]=1.